This data is from Full USPTO retrosynthesis dataset with 1.9M reactions from patents (1976-2016). The task is: Predict the reactants needed to synthesize the given product. (1) Given the product [CH3:29][O:28][C:25]1[CH:26]=[C:27]2[C:22](=[CH:23][C:24]=1[O:30][CH3:31])[N:21]=[CH:20][N:19]=[C:18]2[N:15]1[CH2:14][CH2:13][NH:12][CH:11]([C:2]2[CH:3]=[CH:4][C:5]3[C:10](=[CH:9][CH:8]=[CH:7][CH:6]=3)[CH:1]=2)[CH2:16]1, predict the reactants needed to synthesize it. The reactants are: [CH:1]1[C:10]2[C:5](=[CH:6][CH:7]=[CH:8][CH:9]=2)[CH:4]=[CH:3][C:2]=1[CH:11]1[CH2:16][NH:15][CH2:14][CH2:13][NH:12]1.Cl[C:18]1[C:27]2[C:22](=[CH:23][C:24]([O:30][CH3:31])=[C:25]([O:28][CH3:29])[CH:26]=2)[N:21]=[CH:20][N:19]=1. (2) Given the product [Cl:3][C:4]1[N:9]=[C:8]([N:10]([C:11]2[CH:16]=[CH:15][C:14]([F:17])=[C:13]([Cl:18])[C:12]=2[F:19])[CH3:20])[CH:7]=[CH:6][N:5]=1, predict the reactants needed to synthesize it. The reactants are: IC.[Cl:3][C:4]1[N:9]=[C:8]([NH:10][C:11]2[CH:16]=[CH:15][C:14]([F:17])=[C:13]([Cl:18])[C:12]=2[F:19])[CH:7]=[CH:6][N:5]=1.[C:20]([O-])([O-])=O.[Cs+].[Cs+]. (3) Given the product [Br:1][C:2]1[CH:3]=[C:4]2[C:9](=[CH:10][CH:11]=1)[CH:8]=[C:7]([C:12]1([N+:17]([O-:19])=[O:18])[CH2:15][O:16][C:25]([CH3:27])([CH3:26])[O:14][CH2:13]1)[CH:6]=[CH:5]2, predict the reactants needed to synthesize it. The reactants are: [Br:1][C:2]1[CH:3]=[C:4]2[C:9](=[CH:10][CH:11]=1)[CH:8]=[C:7]([C:12]([N+:17]([O-:19])=[O:18])([CH2:15][OH:16])[CH2:13][OH:14])[CH:6]=[CH:5]2.C(Cl)Cl.CO[C:25](OC)([CH3:27])[CH3:26].B(F)(F)F.CCOCC. (4) Given the product [O:18]1[CH2:22][CH2:21][CH2:20][CH:19]1[CH2:23][NH:24][C:3]1[CH:2]=[C:1]([NH:17][C:14]2[CH:13]=[C:12]([CH3:11])[NH:16][N:15]=2)[N:10]=[C:1]([CH:2]=[CH:3][C:4]2[CH:9]=[CH:8][CH:7]=[CH:6][CH:5]=2)[N:10]=1, predict the reactants needed to synthesize it. The reactants are: [C:1](#[N:10])[CH:2]=[CH:3][C:4]1[CH:9]=[CH:8][CH:7]=[CH:6][CH:5]=1.[CH3:11][C:12]1[NH:16][N:15]=[C:14]([NH2:17])[CH:13]=1.[O:18]1[CH2:22][CH2:21][CH2:20][CH:19]1[CH2:23][NH2:24]. (5) Given the product [NH:1]1[CH:5]=[CH:4][N:3]=[C:2]1[C:6]1[CH:7]=[CH:8][C:9]([CH3:30])=[C:10]([NH:12][C:13](=[O:29])[C:14]2[CH:19]=[CH:18][C:17]([O:20][CH2:21][C:22]3[CH:27]=[C:26]([N:31]4[CH2:36][CH2:35][O:34][CH2:33][CH2:32]4)[CH:25]=[CH:24][N:23]=3)=[CH:16][CH:15]=2)[CH:11]=1, predict the reactants needed to synthesize it. The reactants are: [NH:1]1[CH:5]=[CH:4][N:3]=[C:2]1[C:6]1[CH:7]=[CH:8][C:9]([CH3:30])=[C:10]([NH:12][C:13](=[O:29])[C:14]2[CH:19]=[CH:18][C:17]([O:20][CH2:21][C:22]3[CH:27]=[C:26](Cl)[CH:25]=[CH:24][N:23]=3)=[CH:16][CH:15]=2)[CH:11]=1.[NH:31]1[CH2:36][CH2:35][O:34][CH2:33][CH2:32]1. (6) The reactants are: [NH2:1][CH:2]1[C:10]2[C:5](=[CH:6][CH:7]=[CH:8][CH:9]=2)[CH2:4][CH2:3]1.[Cl:11][C:12]1[CH:13]=[C:14]2[C:19](=[CH:20][CH:21]=1)[N:18]=[C:17](SC)[NH:16][CH:15]2[C:24]1[CH:29]=[CH:28][CH:27]=[CH:26][CH:25]=1. Given the product [Cl:11][C:12]1[CH:13]=[C:14]2[C:19](=[CH:20][CH:21]=1)[N:18]=[C:17]([NH:1][CH:2]1[C:10]3[C:5](=[CH:6][CH:7]=[CH:8][CH:9]=3)[CH2:4][CH2:3]1)[NH:16][CH:15]2[C:24]1[CH:29]=[CH:28][CH:27]=[CH:26][CH:25]=1, predict the reactants needed to synthesize it. (7) Given the product [Br-:1].[C:16]([O:20][C:21]([NH:23][C:24]1[CH:25]=[CH:26][N+:27]([CH2:2][C:3]([C:5]2[CH:10]=[CH:9][C:8]([N+:11]([O-:13])=[O:12])=[C:7]([O:14][CH3:15])[CH:6]=2)=[O:4])=[CH:28][CH:29]=1)=[O:22])([CH3:19])([CH3:17])[CH3:18], predict the reactants needed to synthesize it. The reactants are: [Br:1][CH2:2][C:3]([C:5]1[CH:10]=[CH:9][C:8]([N+:11]([O-:13])=[O:12])=[C:7]([O:14][CH3:15])[CH:6]=1)=[O:4].[C:16]([O:20][C:21]([NH:23][C:24]1[CH:29]=[CH:28][N:27]=[CH:26][CH:25]=1)=[O:22])([CH3:19])([CH3:18])[CH3:17].